This data is from Forward reaction prediction with 1.9M reactions from USPTO patents (1976-2016). The task is: Predict the product of the given reaction. (1) Given the reactants [CH3:1][C:2]1([OH:8])[CH2:7][CH2:6][CH2:5][CH2:4][CH2:3]1.C[Li].[CH2:11]([O:13][Si:14]([O:24][CH2:25][CH3:26])([O:21][CH2:22][CH3:23])[CH2:15][CH2:16][CH2:17][N:18]=[C:19]=[O:20])[CH3:12], predict the reaction product. The product is: [CH3:1][C:2]1([O:8][C:19](=[O:20])[NH:18][CH2:17][CH2:16][CH2:15][Si:14]([O:21][CH2:22][CH3:23])([O:24][CH2:25][CH3:26])[O:13][CH2:11][CH3:12])[CH2:7][CH2:6][CH2:5][CH2:4][CH2:3]1. (2) The product is: [Br:8][C:5]1[CH:6]=[CH:7][C:2]([NH:23][CH2:22][CH:19]2[CH2:20][CH2:21][N:16]([C:14]([O:13][C:9]([CH3:12])([CH3:11])[CH3:10])=[O:15])[CH2:17][CH2:18]2)=[N:3][CH:4]=1. Given the reactants Br[C:2]1[CH:7]=[CH:6][C:5]([Br:8])=[CH:4][N:3]=1.[C:9]([O:13][C:14]([N:16]1[CH2:21][CH2:20][CH:19]([CH2:22][NH2:23])[CH2:18][CH2:17]1)=[O:15])([CH3:12])([CH3:11])[CH3:10], predict the reaction product.